Task: Predict the reactants needed to synthesize the given product.. Dataset: Full USPTO retrosynthesis dataset with 1.9M reactions from patents (1976-2016) Given the product [CH3:28][C:27]1[N:30]=[C:23]([C:20]2([C:16]3[CH:15]=[C:14]([C:9]4[CH:10]=[C:11]5[C:6](=[CH:7][CH:8]=4)[N:5]4[CH:1]=[N:2][N:3]=[C:4]4[CH2:13][CH2:12]5)[CH:19]=[N:18][CH:17]=3)[CH2:21][CH2:22]2)[O:24][N:29]=1, predict the reactants needed to synthesize it. The reactants are: [CH:1]1[N:5]2[C:6]3[C:11]([CH2:12][CH2:13][C:4]2=[N:3][N:2]=1)=[CH:10][C:9]([C:14]1[CH:15]=[C:16]([C:20]2([C:23](OC)=[O:24])[CH2:22][CH2:21]2)[CH:17]=[N:18][CH:19]=1)=[CH:8][CH:7]=3.[C:27](=[N:30]O)([NH2:29])[CH3:28].[O-]CC.[Na+].